From a dataset of Full USPTO retrosynthesis dataset with 1.9M reactions from patents (1976-2016). Predict the reactants needed to synthesize the given product. (1) Given the product [CH:22]([C:21]([NH:1][C:2]1[C:7]([C:8]2[CH:13]=[C:12]([Cl:14])[CH:11]=[C:10]([Cl:15])[C:9]=2[Cl:16])=[N:6][CH:5]=[C:4]([NH:17][C:18](=[O:20])[CH3:19])[N:3]=1)=[O:25])([CH3:24])[CH3:23], predict the reactants needed to synthesize it. The reactants are: [NH2:1][C:2]1[C:7]([C:8]2[CH:13]=[C:12]([Cl:14])[CH:11]=[C:10]([Cl:15])[C:9]=2[Cl:16])=[N:6][CH:5]=[C:4]([NH:17][C:18](=[O:20])[CH3:19])[N:3]=1.[C:21](Cl)(=[O:25])[CH:22]([CH3:24])[CH3:23]. (2) Given the product [O:25]1[CH:20]=[CH:21][C:22]([CH2:23][CH:18]=[CH:17][NH:6][C:5]2[CH:7]=[CH:8][C:9]([C:10]3[O:14][CH:13]=[N:12][CH:11]=3)=[C:3]([O:2][CH3:1])[CH:4]=2)=[CH:24]1, predict the reactants needed to synthesize it. The reactants are: [CH3:1][O:2][C:3]1[CH:4]=[C:5]([CH:7]=[CH:8][C:9]=1[C:10]1[O:14][CH:13]=[N:12][CH:11]=1)[NH2:6].S1C2[CH:20]=[CH:21][C:22]([CH:24]=[O:25])=[CH:23][C:18]=2[CH:17]=C1. (3) Given the product [C:1]([C:5]1[CH:6]=[C:7]([NH:40][S:41]([CH3:44])(=[O:43])=[O:42])[C:8]([O:38][CH3:39])=[C:9]([NH:11][C:12]([C:14]2[N:15]([CH3:37])[C:16]3[C:21]([CH:22]=2)=[CH:20][CH:19]=[CH:18][C:17]=3[CH2:23][N:24]2[CH2:25][CH2:26][NH:27][CH2:28][CH2:29]2)=[O:13])[CH:10]=1)([CH3:4])([CH3:2])[CH3:3], predict the reactants needed to synthesize it. The reactants are: [C:1]([C:5]1[CH:6]=[C:7]([NH:40][S:41]([CH3:44])(=[O:43])=[O:42])[C:8]([O:38][CH3:39])=[C:9]([NH:11][C:12]([C:14]2[N:15]([CH3:37])[C:16]3[C:21]([CH:22]=2)=[CH:20][CH:19]=[CH:18][C:17]=3[CH2:23][N:24]2[CH2:29][CH2:28][N:27](C(OC(C)(C)C)=O)[CH2:26][CH2:25]2)=[O:13])[CH:10]=1)([CH3:4])([CH3:3])[CH3:2].C(=O)([O-])O.[Na+]. (4) Given the product [O:6]1[CH:10]=[CH:9][C:8]([C:11]([OH:13])=[O:12])=[C:7]1[C:14]([OH:16])=[O:15], predict the reactants needed to synthesize it. The reactants are: C([Li])CCC.[O:6]1[CH:10]=[CH:9][C:8]([C:11]([OH:13])=[O:12])=[CH:7]1.[C:14](=[O:16])=[O:15]. (5) The reactants are: [CH3:1][O:2][C:3]([C:5]1[CH:6]=[C:7]([CH:11]=[C:12]([C:14]([O:16][CH3:17])=[O:15])[CH:13]=1)[C:8]([OH:10])=O)=[O:4].ON1C(=O)CCC1=O.[NH2:26][CH2:27][CH2:28][NH:29][C:30]([C:32]1[CH:33]=[C:34]([CH:49]=[CH:50][CH:51]=1)[O:35][CH2:36][CH:37]([N:46]=[N+:47]=[N-:48])[O:38][CH2:39][CH2:40][O:41][CH2:42][C:43]([O-:45])=[O:44])=[O:31].[Na+].CCN(C(C)C)C(C)C. Given the product [N:46]([CH:37]([O:38][CH2:39][CH2:40][O:41][CH2:42][C:43]([OH:45])=[O:44])[CH2:36][O:35][C:34]1[CH:49]=[CH:50][CH:51]=[C:32]([C:30](=[O:31])[NH:29][CH2:28][CH2:27][NH:26][C:8](=[O:10])[C:7]2[CH:11]=[C:12]([C:14]([O:16][CH3:17])=[O:15])[CH:13]=[C:5]([C:3]([O:2][CH3:1])=[O:4])[CH:6]=2)[CH:33]=1)=[N+:47]=[N-:48], predict the reactants needed to synthesize it.